Predict the product of the given reaction. From a dataset of Forward reaction prediction with 1.9M reactions from USPTO patents (1976-2016). (1) Given the reactants [O:1]1[C:5]2([CH2:10][CH:9]([C:11](OC)=[O:12])[CH2:8][CH:7]([C:15](OC)=[O:16])[CH2:6]2)[O:4][CH2:3][CH2:2]1.[H-].[Al+3].[Li+].[H-].[H-].[H-].C(OCC)C.[OH-].[Na+], predict the reaction product. The product is: [OH:16][CH2:15][CH:7]1[CH2:8][CH:9]([CH2:11][OH:12])[CH2:10][C:5]2([O:1][CH2:2][CH2:3][O:4]2)[CH2:6]1. (2) The product is: [C:24]([O:8][C:9]1[CH:10]=[C:11]2[C:16](=[CH:17][C:18]=1[O:19][CH3:20])[N:15]=[CH:14][NH:13][C:12]2=[O:21])(=[O:25])[CH3:23]. Given the reactants C(N(CC)CC)C.[OH:8][C:9]1[CH:10]=[C:11]2[C:16](=[CH:17][C:18]=1[O:19][CH3:20])[N:15]=[CH:14][NH:13][C:12]2=[O:21].Cl[CH2:23][C:24](Cl)=[O:25], predict the reaction product. (3) Given the reactants [CH3:1][O:2][C:3]1[CH:8]=[CH:7][C:6]([S:9](Cl)(=[O:11])=[O:10])=[CH:5][CH:4]=1.[NH2:13][CH2:14][CH2:15][NH:16][C:17]1[CH:22]=[C:21]([C:23]2[CH:28]=[CH:27][CH:26]=[C:25]([CH3:29])[C:24]=2[CH3:30])[N:20]=[C:19]([NH2:31])[N:18]=1, predict the reaction product. The product is: [NH2:31][C:19]1[N:18]=[C:17]([NH:16][CH2:15][CH2:14][NH:13][S:9]([C:6]2[CH:7]=[CH:8][C:3]([O:2][CH3:1])=[CH:4][CH:5]=2)(=[O:11])=[O:10])[CH:22]=[C:21]([C:23]2[CH:28]=[CH:27][CH:26]=[C:25]([CH3:29])[C:24]=2[CH3:30])[N:20]=1.